This data is from Full USPTO retrosynthesis dataset with 1.9M reactions from patents (1976-2016). The task is: Predict the reactants needed to synthesize the given product. (1) Given the product [F:1][C:2]1[N:7]=[C:6]([C:8](=[O:10])[CH2:25][C:24]([O:30][CH2:31][CH3:32])=[O:29])[CH:5]=[CH:4][CH:3]=1, predict the reactants needed to synthesize it. The reactants are: [F:1][C:2]1[N:7]=[C:6]([C:8]([OH:10])=O)[CH:5]=[CH:4][CH:3]=1.C(N1C=CN=C1)(N1C=CN=C1)=O.[Mg+].[C:24]([O:30][CH2:31][CH3:32])(=[O:29])[CH2:25]C([O-])=O.Cl. (2) Given the product [NH2:15][C:16]1[CH:17]=[C:18]([C:22]2[N:23]=[CH:24][N:25]([CH3:37])[C:26]=2[C:27]2[S:36][C:30]3[N:31]=[CH:32][N:33]=[C:34]([NH2:35])[C:29]=3[CH:28]=2)[CH:19]=[CH:20][CH:21]=1, predict the reactants needed to synthesize it. The reactants are: Cl.C1(C(=[N:15][C:16]2[CH:17]=[C:18]([C:22]3[N:23]=[CH:24][N:25]([CH3:37])[C:26]=3[C:27]3[S:36][C:30]4[N:31]=[CH:32][N:33]=[C:34]([NH2:35])[C:29]=4[CH:28]=3)[CH:19]=[CH:20][CH:21]=2)C2C=CC=CC=2)C=CC=CC=1. (3) Given the product [Cl:20][C:21]1[CH:26]=[CH:25][C:24]([NH:27][C:28]([NH:17][C:14]2[CH:15]=[CH:16][C:11]([N:1]3[C:5]4=[N:6][CH:7]=[CH:8][CH:9]=[C:4]4[CH:3]=[CH:2]3)=[CH:12][CH:13]=2)=[O:29])=[CH:23][C:22]=1[C:30]([F:31])([F:32])[F:33], predict the reactants needed to synthesize it. The reactants are: [NH:1]1[C:5]2=[N:6][CH:7]=[CH:8][CH:9]=[C:4]2[CH:3]=[CH:2]1.F[C:11]1[CH:16]=[CH:15][C:14]([N+:17]([O-])=O)=[CH:13][CH:12]=1.[Cl:20][C:21]1[CH:26]=[CH:25][C:24]([N:27]=[C:28]=[O:29])=[CH:23][C:22]=1[C:30]([F:33])([F:32])[F:31]. (4) Given the product [CH3:36][N:37]([CH3:38])[C:7]1[CH:6]=[CH:5][C:4]([C:9]2[O:13][N:12]=[C:11]([C:14]([N:16]3[CH2:21][C@H:20]([CH2:22][CH:23]([CH3:25])[CH3:24])[NH:19][C:18](=[O:26])[C@@H:17]3[CH2:27][CH:28]([CH3:30])[CH3:29])=[O:15])[CH:10]=2)=[CH:3][CH:2]=1, predict the reactants needed to synthesize it. The reactants are: F[C:2]1[CH:3]=[C:4]([C:9]2[O:13][N:12]=[C:11]([C:14]([N:16]3[CH2:21][C@H:20]([CH2:22][CH:23]([CH3:25])[CH3:24])[NH:19][C:18](=[O:26])[C@@H:17]3[CH2:27][CH:28]([CH3:30])[CH3:29])=[O:15])[CH:10]=2)[CH:5]=[CH:6][C:7]=1F.C([C@@H]1NC[C@H:38](CC(C)C)[NH:37][C:36]1=O)C(C)C.CN(C)C1C=CC(C2ON=C(C(O)=O)C=2)=CC=1. (5) The reactants are: [CH2:1]([O:8][C:9]1[CH:10]=[C:11]2[C:15](=[CH:16][C:17]=1[O:18][CH3:19])[NH:14][CH:13]=[CH:12]2)[C:2]1[CH:7]=[CH:6][CH:5]=[CH:4][CH:3]=1.C([Mg]Br)C.[CH3:24][C:25]1([CH3:33])[C:27]([CH3:29])([CH3:28])[CH:26]1[C:30](Cl)=[O:31]. Given the product [CH2:1]([O:8][C:9]1[CH:10]=[C:11]2[C:15](=[CH:16][C:17]=1[O:18][CH3:19])[NH:14][CH:13]=[C:12]2[C:30]([CH:26]1[C:27]([CH3:29])([CH3:28])[C:25]1([CH3:33])[CH3:24])=[O:31])[C:2]1[CH:3]=[CH:4][CH:5]=[CH:6][CH:7]=1, predict the reactants needed to synthesize it. (6) Given the product [Cl:19][C:6]1[CH:5]=[C:4]([NH:20][C:21]2[N:25]=[C:24]([NH2:26])[NH:23][N:22]=2)[CH:3]=[C:2]([Cl:1])[C:7]=1[S:8]([C:9]1[CH:10]=[CH:11][C:12]([C:15]([F:18])([F:16])[F:17])=[CH:13][CH:14]=1)=[O:29], predict the reactants needed to synthesize it. The reactants are: [Cl:1][C:2]1[CH:3]=[C:4]([NH:20][C:21]2[N:25]=[C:24]([NH2:26])[NH:23][N:22]=2)[CH:5]=[C:6]([Cl:19])[C:7]=1[S:8][C:9]1[CH:14]=[CH:13][C:12]([C:15]([F:18])([F:17])[F:16])=[CH:11][CH:10]=1.CO.[OH:29]OS([O-])=O.[K+]. (7) Given the product [O:10]([C:8]([N:1]1[CH2:6][CH2:5][O:4][CH2:3][CH2:2]1)=[O:9])[C:11]1[CH:16]=[CH:15][CH:14]=[CH:13][CH:12]=1, predict the reactants needed to synthesize it. The reactants are: [NH:1]1[CH2:6][CH2:5][O:4][CH2:3][CH2:2]1.Cl[C:8]([O:10][C:11]1[CH:16]=[CH:15][CH:14]=[CH:13][CH:12]=1)=[O:9].C1(C)C=CC=CC=1.[OH-].[Na+]. (8) Given the product [C:1]([O:5][C:6](=[O:19])[NH:7][CH2:8][C:9]1([C:17](=[NH:18])[NH:20][OH:21])[C:11]2([CH2:16][CH2:15][CH2:14][CH2:13][CH2:12]2)[CH2:10]1)([CH3:2])([CH3:4])[CH3:3], predict the reactants needed to synthesize it. The reactants are: [C:1]([O:5][C:6](=[O:19])[NH:7][CH2:8][C:9]1([C:17]#[N:18])[C:11]2([CH2:16][CH2:15][CH2:14][CH2:13][CH2:12]2)[CH2:10]1)([CH3:4])([CH3:3])[CH3:2].[NH2:20][OH:21].